Dataset: Forward reaction prediction with 1.9M reactions from USPTO patents (1976-2016). Task: Predict the product of the given reaction. (1) Given the reactants [F:1][CH:2]([F:24])[O:3][C:4]1[CH:5]=[C:6]([N:10]2[CH:15]=[CH:14][C:13](=[O:16])[C:12]([C:17](=O)/[CH:18]=[CH:19]/[N:20](C)C)=[N:11]2)[CH:7]=[CH:8][CH:9]=1.[NH:25]([C:27]1[CH:32]=[CH:31][N:30]=[C:29]([Cl:33])[CH:28]=1)N, predict the reaction product. The product is: [Cl:33][C:29]1[CH:28]=[C:27]([N:25]2[C:17]([C:12]3[C:13](=[O:16])[CH:14]=[CH:15][N:10]([C:6]4[CH:7]=[CH:8][CH:9]=[C:4]([O:3][CH:2]([F:24])[F:1])[CH:5]=4)[N:11]=3)=[CH:18][CH:19]=[N:20]2)[CH:32]=[CH:31][N:30]=1. (2) Given the reactants [F:1][C:2]1[CH:10]=[C:9]2[C:5]([C:6]([C:20]3[CH:21]=[CH:22][C:23]([NH:26][C:27](=O)[O:28]C4C=CC=CC=4)=[N:24][CH:25]=3)=[CH:7][N:8]2[S:11]([C:14]2[CH:19]=[CH:18][CH:17]=[CH:16][CH:15]=2)(=[O:13])=[O:12])=[CH:4][CH:3]=1.[CH3:36][NH:37][CH3:38], predict the reaction product. The product is: [F:1][C:2]1[CH:10]=[C:9]2[C:5]([C:6]([C:20]3[CH:21]=[CH:22][C:23]([NH:26][C:27](=[O:28])[N:37]([CH3:38])[CH3:36])=[N:24][CH:25]=3)=[CH:7][N:8]2[S:11]([C:14]2[CH:15]=[CH:16][CH:17]=[CH:18][CH:19]=2)(=[O:13])=[O:12])=[CH:4][CH:3]=1.